From a dataset of Peptide-MHC class I binding affinity with 185,985 pairs from IEDB/IMGT. Regression. Given a peptide amino acid sequence and an MHC pseudo amino acid sequence, predict their binding affinity value. This is MHC class I binding data. (1) The binding affinity (normalized) is 0.936. The peptide sequence is WLAKSFFEL. The MHC is BoLA-T2C with pseudo-sequence BoLA-T2C. (2) The peptide sequence is LVAPHMAMM. The MHC is HLA-B48:01 with pseudo-sequence HLA-B48:01. The binding affinity (normalized) is 0.0847.